Dataset: Full USPTO retrosynthesis dataset with 1.9M reactions from patents (1976-2016). Task: Predict the reactants needed to synthesize the given product. Given the product [Cl:11][C:2]([Cl:1])([Cl:10])[C:3]([C:5]1[NH:6][CH:7]=[C:8]([C:3](=[O:4])[CH2:5][CH3:9])[CH:9]=1)=[O:4], predict the reactants needed to synthesize it. The reactants are: [Cl:1][C:2]([Cl:11])([Cl:10])[C:3]([C:5]1[NH:6][CH:7]=[CH:8][CH:9]=1)=[O:4].[Cl-].[Cl-].[Cl-].[Al+3].